Dataset: Aqueous solubility values for 9,982 compounds from the AqSolDB database. Task: Regression/Classification. Given a drug SMILES string, predict its absorption, distribution, metabolism, or excretion properties. Task type varies by dataset: regression for continuous measurements (e.g., permeability, clearance, half-life) or binary classification for categorical outcomes (e.g., BBB penetration, CYP inhibition). For this dataset (solubility_aqsoldb), we predict Y. (1) The Y is -1.35 log mol/L. The compound is NC(=NO)N1Cc2cccc3c2C(CCC3)C1. (2) The compound is CN(C)CCCN1c2ccccc2CCc2ccccc21. The Y is -4.19 log mol/L. (3) The drug is NC12CC3CC(CC(C3)C1)C2. The Y is -1.85 log mol/L. (4) The drug is CCC(C)c1ccccc1OC(=O)NC. The Y is -2.53 log mol/L. (5) The drug is CC12CCC3C(=CCc4cc(O)ccc43)C1CCC2O. The Y is -4.40 log mol/L. (6) The molecule is CC(O)CO. The Y is 1.12 log mol/L. (7) The compound is COc1ccccc1OC. The Y is -1.31 log mol/L. (8) The drug is CC1=CCC(/C=C\C(C)C(C)O)C1(C)C. The Y is -3.79 log mol/L. (9) The molecule is Cc1cc(C)c(N)c(C)c1N. The Y is -0.821 log mol/L.